The task is: Regression. Given two drug SMILES strings and cell line genomic features, predict the synergy score measuring deviation from expected non-interaction effect.. This data is from NCI-60 drug combinations with 297,098 pairs across 59 cell lines. (1) Drug 1: COC1=NC(=NC2=C1N=CN2C3C(C(C(O3)CO)O)O)N. Drug 2: C1CN(P(=O)(OC1)NCCCl)CCCl. Cell line: A549. Synergy scores: CSS=-2.30, Synergy_ZIP=4.33, Synergy_Bliss=6.71, Synergy_Loewe=-2.78, Synergy_HSA=-2.22. (2) Drug 1: CC1=C(C(CCC1)(C)C)C=CC(=CC=CC(=CC(=O)O)C)C. Drug 2: C1=CC=C(C(=C1)C(C2=CC=C(C=C2)Cl)C(Cl)Cl)Cl. Cell line: MOLT-4. Synergy scores: CSS=4.76, Synergy_ZIP=3.47, Synergy_Bliss=3.72, Synergy_Loewe=-1.89, Synergy_HSA=-0.799. (3) Drug 1: CCC1(CC2CC(C3=C(CCN(C2)C1)C4=CC=CC=C4N3)(C5=C(C=C6C(=C5)C78CCN9C7C(C=CC9)(C(C(C8N6C=O)(C(=O)OC)O)OC(=O)C)CC)OC)C(=O)OC)O.OS(=O)(=O)O. Drug 2: C1=NC2=C(N1)C(=S)N=CN2. Cell line: PC-3. Synergy scores: CSS=13.5, Synergy_ZIP=-8.94, Synergy_Bliss=-1.28, Synergy_Loewe=-5.19, Synergy_HSA=0.451. (4) Drug 1: CC1=C(C=C(C=C1)NC(=O)C2=CC=C(C=C2)CN3CCN(CC3)C)NC4=NC=CC(=N4)C5=CN=CC=C5. Drug 2: C1=NC2=C(N=C(N=C2N1C3C(C(C(O3)CO)O)F)Cl)N. Cell line: MCF7. Synergy scores: CSS=-7.00, Synergy_ZIP=2.35, Synergy_Bliss=-1.48, Synergy_Loewe=-6.62, Synergy_HSA=-6.55. (5) Drug 1: CC1=CC=C(C=C1)C2=CC(=NN2C3=CC=C(C=C3)S(=O)(=O)N)C(F)(F)F. Drug 2: CCC1(CC2CC(C3=C(CCN(C2)C1)C4=CC=CC=C4N3)(C5=C(C=C6C(=C5)C78CCN9C7C(C=CC9)(C(C(C8N6C)(C(=O)OC)O)OC(=O)C)CC)OC)C(=O)OC)O.OS(=O)(=O)O. Cell line: LOX IMVI. Synergy scores: CSS=-1.04, Synergy_ZIP=6.53, Synergy_Bliss=12.3, Synergy_Loewe=2.19, Synergy_HSA=2.14. (6) Drug 1: C1=NC2=C(N=C(N=C2N1C3C(C(C(O3)CO)O)O)F)N. Drug 2: CC1=C(C(CCC1)(C)C)C=CC(=CC=CC(=CC(=O)O)C)C. Cell line: BT-549. Synergy scores: CSS=10.1, Synergy_ZIP=-2.90, Synergy_Bliss=-3.13, Synergy_Loewe=-14.1, Synergy_HSA=-6.65.